This data is from Forward reaction prediction with 1.9M reactions from USPTO patents (1976-2016). The task is: Predict the product of the given reaction. (1) Given the reactants [OH-].[Na+].[F:3][C:4]1[CH:9]=[CH:8][CH:7]=[CH:6][C:5]=1[C:10]([CH3:16])([CH3:15])[C:11]([O:13]C)=[O:12].Cl, predict the reaction product. The product is: [F:3][C:4]1[CH:9]=[CH:8][CH:7]=[CH:6][C:5]=1[C:10]([CH3:16])([CH3:15])[C:11]([OH:13])=[O:12]. (2) Given the reactants Cl[C:2]1[N:7]2[N:8]=[CH:9][CH:10]=[C:6]2[N:5]=[C:4]([NH2:11])[CH:3]=1.[NH:12]1[CH2:17][CH2:16][O:15][CH2:14][CH2:13]1.CN1C(=O)CCC1, predict the reaction product. The product is: [O:15]1[CH2:16][CH2:17][N:12]([C:2]2[N:7]3[N:8]=[CH:9][CH:10]=[C:6]3[N:5]=[C:4]([NH2:11])[CH:3]=2)[CH2:13][CH2:14]1. (3) Given the reactants [C:1]([O:5][C:6]([N:8]1[CH2:13][CH:12]=[C:11]([C:14]2[CH:19]=[C:18]([O:20][CH3:21])[N:17]=[CH:16][N:15]=2)[CH2:10][CH2:9]1)=[O:7])([CH3:4])([CH3:3])[CH3:2].[H][H], predict the reaction product. The product is: [C:1]([O:5][C:6]([N:8]1[CH2:13][CH2:12][CH:11]([C:14]2[CH:19]=[C:18]([O:20][CH3:21])[N:17]=[CH:16][N:15]=2)[CH2:10][CH2:9]1)=[O:7])([CH3:4])([CH3:3])[CH3:2]. (4) Given the reactants [CH3:1]/[C:2](=[CH:8]\[C:9](=[O:11])[CH3:10])/[C:3]([O:5][CH2:6][CH3:7])=[O:4].[BH4-].[Na+].Cl, predict the reaction product. The product is: [OH:11][CH:9]([CH3:10])/[CH:8]=[C:2](\[CH3:1])/[C:3]([O:5][CH2:6][CH3:7])=[O:4]. (5) The product is: [Cl:3][CH2:4][CH2:5][O:6]/[C:7](=[CH:28]\[C:27]1[CH:30]=[CH:31][C:32]([N:33]2[CH:37]=[C:36]([CH3:38])[N:35]=[CH:34]2)=[C:25]([O:24][CH3:23])[CH:26]=1)/[C:8]([O:10][C:11]([CH3:12])([CH3:13])[CH3:14])=[O:9]. Given the reactants [OH-].[Li+].[Cl:3][CH2:4][CH2:5][O:6][CH:7](P(OCC)(OCC)=O)[C:8]([O:10][C:11]([CH3:14])([CH3:13])[CH3:12])=[O:9].[CH3:23][O:24][C:25]1[CH:26]=[C:27]([CH:30]=[CH:31][C:32]=1[N:33]1[CH:37]=[C:36]([CH3:38])[N:35]=[CH:34]1)[CH:28]=O.C(O)C, predict the reaction product.